This data is from Forward reaction prediction with 1.9M reactions from USPTO patents (1976-2016). The task is: Predict the product of the given reaction. (1) Given the reactants [C:1]1([C@H:7]([NH:25][C:26]([O:28][C@@H:29]2[CH:34]3[CH2:35][CH2:36][N:31]([CH2:32][CH2:33]3)[CH2:30]2)=[O:27])[C:8]2[CH:9]=[C:10]([CH:22]=[CH:23][CH:24]=2)[O:11][CH2:12][C:13]2[CH:21]=[CH:20][C:16]([C:17](O)=[O:18])=[CH:15][CH:14]=2)[CH:6]=[CH:5][CH:4]=[CH:3][CH:2]=1.Cl.[CH:38]1([CH2:41][O:42][C:43]2[CH:44]=[C:45]([C@@H:53]([O:64][C:65]([C@H:67]3[NH:71][CH2:70][CH2:69][S:68]3)=[O:66])[CH2:54][C:55]3[C:60]([Cl:61])=[CH:59][N+:58]([O-:62])=[CH:57][C:56]=3[Cl:63])[CH:46]=[CH:47][C:48]=2[O:49][CH:50]([F:52])[F:51])[CH2:40][CH2:39]1.CCN=C=NCCCN(C)C.Cl, predict the reaction product. The product is: [CH:38]1([CH2:41][O:42][C:43]2[CH:44]=[C:45]([C@@H:53]([O:64][C:65]([C@H:67]3[N:71]([C:17](=[O:18])[C:16]4[CH:20]=[CH:21][C:13]([CH2:12][O:11][C:10]5[CH:22]=[CH:23][CH:24]=[C:8]([C@H:7]([C:1]6[CH:6]=[CH:5][CH:4]=[CH:3][CH:2]=6)[NH:25][C:26]([O:28][C@@H:29]6[CH:34]7[CH2:33][CH2:32][N:31]([CH2:36][CH2:35]7)[CH2:30]6)=[O:27])[CH:9]=5)=[CH:14][CH:15]=4)[CH2:70][CH2:69][S:68]3)=[O:66])[CH2:54][C:55]3[C:60]([Cl:61])=[CH:59][N+:58]([O-:62])=[CH:57][C:56]=3[Cl:63])[CH:46]=[CH:47][C:48]=2[O:49][CH:50]([F:52])[F:51])[CH2:40][CH2:39]1. (2) Given the reactants [C:1]1([C:11]([OH:13])=[O:12])[C:10]2[C:5](=[CH:6][CH:7]=[CH:8][CH:9]=2)[CH:4]=[CH:3][CH:2]=1.[CH:14]1(Br)[CH2:19][CH2:18][CH2:17][CH2:16][CH2:15]1, predict the reaction product. The product is: [CH:14]1([O:12][C:11]([C:1]2[C:10]3[C:5](=[CH:6][CH:7]=[CH:8][CH:9]=3)[CH:4]=[CH:3][CH:2]=2)=[O:13])[CH2:19][CH2:18][CH2:17][CH2:16][CH2:15]1. (3) Given the reactants Cl.[N+:2]([C:5]1[CH:18]=[CH:17][C:8]([CH2:9][N:10]2[C:14](=[O:15])[CH2:13][S:12][C:11]2=[O:16])=[CH:7][CH:6]=1)([O-])=O.C(=O)([O-])O.[Na+], predict the reaction product. The product is: [NH2:2][C:5]1[CH:18]=[CH:17][C:8]([CH2:9][N:10]2[C:14](=[O:15])[CH2:13][S:12][C:11]2=[O:16])=[CH:7][CH:6]=1. (4) Given the reactants [Cl:1][C:2]1[N:7]=[C:6]([O:8][CH3:9])[C:5]([N:10]([CH2:13][C:14](=O)[CH3:15])[CH:11]=O)=[CH:4][CH:3]=1.C(O)(=O)C.C([O-])(=O)C.[NH4+:25].N, predict the reaction product. The product is: [Cl:1][C:2]1[N:7]=[C:6]([O:8][CH3:9])[C:5]([N:10]2[CH:13]=[C:14]([CH3:15])[N:25]=[CH:11]2)=[CH:4][CH:3]=1. (5) Given the reactants Cl[C:2]1[N:3]=[C:4]2[CH:9]=[C:8]([C:10]([NH:12][C:13]3[CH:18]=[CH:17][CH:16]=[CH:15][CH:14]=3)=[O:11])[CH:7]=[CH:6][N:5]2[C:19]=1[S:20]([N:23]1[CH2:28][CH2:27][C:26]([F:30])([F:29])[CH2:25][CH2:24]1)(=[O:22])=[O:21].[CH3:31][S-:32].[Na+].C(=O)([O-])O.[Na+], predict the reaction product. The product is: [F:29][C:26]1([F:30])[CH2:27][CH2:28][N:23]([S:20]([C:19]2[N:5]3[CH:6]=[CH:7][C:8]([C:10]([NH:12][C:13]4[CH:18]=[CH:17][CH:16]=[CH:15][CH:14]=4)=[O:11])=[CH:9][C:4]3=[N:3][C:2]=2[S:32][CH3:31])(=[O:22])=[O:21])[CH2:24][CH2:25]1.